Dataset: Forward reaction prediction with 1.9M reactions from USPTO patents (1976-2016). Task: Predict the product of the given reaction. (1) Given the reactants C[N:2]1[CH2:11][CH:10](C2C=CSC=2)[C:9]2[C:4](=CC(O)=CC=2)[CH2:3]1.Cl[CH2:19][CH2:20][CH2:21][O:22][C:23]1[CH:32]=[C:31]2[C:26]([CH:27]([C:34]3[CH:38]=[CH:37][S:36][CH:35]=3)[CH2:28][N:29]([CH3:33])[CH2:30]2)=[CH:25][CH:24]=1.C([O-])([O-])=O.[Na+].[Na+].N1CCCCC1, predict the reaction product. The product is: [CH3:33][N:29]1[CH2:28][CH:27]([C:34]2[CH:38]=[CH:37][S:36][CH:35]=2)[C:26]2[C:31](=[CH:32][C:23]([O:22][CH2:21][CH2:20][CH2:19][N:2]3[CH2:11][CH2:10][CH2:9][CH2:4][CH2:3]3)=[CH:24][CH:25]=2)[CH2:30]1. (2) Given the reactants [Cl:1][C:2]1[CH:7]=[CH:6][CH:5]=[CH:4][C:3]=1[C:8](=[O:10])[CH3:9].CC(C)([O-])C.[Na+], predict the reaction product. The product is: [Cl:1][C:2]1[CH:7]=[CH:6][CH:5]=[CH:4][C:3]=1[CH:8]([OH:10])[CH3:9]. (3) Given the reactants Cl[C:2]1[N:10]=[CH:9][N:8]=[C:7]2[C:3]=1[N:4]=[C:5]([CH:13]([F:15])[F:14])[N:6]2[CH2:11][CH3:12].[NH2:16][C@H:17]1[CH2:21][CH2:20][N:19]([C:22]([O:24][C:25]([CH3:28])([CH3:27])[CH3:26])=[O:23])[CH2:18]1.CCN(C(C)C)C(C)C, predict the reaction product. The product is: [F:14][CH:13]([F:15])[C:5]1[N:6]([CH2:11][CH3:12])[C:7]2[C:3]([N:4]=1)=[C:2]([NH:16][C@H:17]1[CH2:21][CH2:20][N:19]([C:22]([O:24][C:25]([CH3:28])([CH3:27])[CH3:26])=[O:23])[CH2:18]1)[N:10]=[CH:9][N:8]=2.